Dataset: NCI-60 drug combinations with 297,098 pairs across 59 cell lines. Task: Regression. Given two drug SMILES strings and cell line genomic features, predict the synergy score measuring deviation from expected non-interaction effect. (1) Drug 1: CS(=O)(=O)CCNCC1=CC=C(O1)C2=CC3=C(C=C2)N=CN=C3NC4=CC(=C(C=C4)OCC5=CC(=CC=C5)F)Cl. Drug 2: CC(C)CN1C=NC2=C1C3=CC=CC=C3N=C2N. Cell line: HCT116. Synergy scores: CSS=3.79, Synergy_ZIP=-1.48, Synergy_Bliss=-1.39, Synergy_Loewe=0.731, Synergy_HSA=-1.07. (2) Drug 1: CCCS(=O)(=O)NC1=C(C(=C(C=C1)F)C(=O)C2=CNC3=C2C=C(C=N3)C4=CC=C(C=C4)Cl)F. Drug 2: CC1C(C(=O)NC(C(=O)N2CCCC2C(=O)N(CC(=O)N(C(C(=O)O1)C(C)C)C)C)C(C)C)NC(=O)C3=C4C(=C(C=C3)C)OC5=C(C(=O)C(=C(C5=N4)C(=O)NC6C(OC(=O)C(N(C(=O)CN(C(=O)C7CCCN7C(=O)C(NC6=O)C(C)C)C)C)C(C)C)C)N)C. Cell line: OVCAR-8. Synergy scores: CSS=11.9, Synergy_ZIP=25.4, Synergy_Bliss=31.5, Synergy_Loewe=28.7, Synergy_HSA=29.3. (3) Drug 1: C1C(C(OC1N2C=NC3=C(N=C(N=C32)Cl)N)CO)O. Drug 2: C1=NC2=C(N1)C(=S)N=CN2. Cell line: SNB-19. Synergy scores: CSS=21.0, Synergy_ZIP=-13.2, Synergy_Bliss=-3.03, Synergy_Loewe=-4.58, Synergy_HSA=-0.456. (4) Drug 2: C#CCC(CC1=CN=C2C(=N1)C(=NC(=N2)N)N)C3=CC=C(C=C3)C(=O)NC(CCC(=O)O)C(=O)O. Synergy scores: CSS=35.1, Synergy_ZIP=2.15, Synergy_Bliss=1.99, Synergy_Loewe=2.07, Synergy_HSA=2.07. Cell line: A549. Drug 1: CC(CN1CC(=O)NC(=O)C1)N2CC(=O)NC(=O)C2.